From a dataset of Forward reaction prediction with 1.9M reactions from USPTO patents (1976-2016). Predict the product of the given reaction. (1) The product is: [CH3:38][O:37][C:35](=[O:36])[C:34]1[C:39]([CH3:43])=[CH:40][CH:41]=[CH:42][C:33]=1/[CH:17]=[CH:16]/[C:10]1([OH:15])[C:11]([CH3:13])([CH3:14])[CH2:12][C:4]2([O:5][CH:6]([CH3:7])[CH:2]([CH3:1])[O:3]2)[CH:8]=[C:9]1[CH3:31]. Given the reactants [CH3:1][CH:2]1[CH:6]([CH3:7])[O:5][C:4]2([CH2:12][C:11]([CH3:14])([CH3:13])[C:10](/[CH:16]=[CH:17]/[Sn](CCCC)(CCCC)CCCC)([OH:15])[C:9]([CH3:31])=[CH:8]2)[O:3]1.I[C:33]1[CH:42]=[CH:41][CH:40]=[C:39]([CH3:43])[C:34]=1[C:35]([O:37][CH3:38])=[O:36].[F-].[K+], predict the reaction product. (2) Given the reactants [Br:1][C:2]1[CH:3]=[C:4]([CH:8]=[C:9]([C:11]([F:14])([F:13])[F:12])[CH:10]=1)[C:5](O)=[O:6].C(Cl)(=O)C(Cl)=O.CN(C=O)C.Cl.[CH3:27][NH:28][O:29][CH3:30], predict the reaction product. The product is: [Br:1][C:2]1[CH:3]=[C:4]([CH:8]=[C:9]([C:11]([F:14])([F:13])[F:12])[CH:10]=1)[C:5]([N:28]([O:29][CH3:30])[CH3:27])=[O:6].